Dataset: Peptide-MHC class II binding affinity with 134,281 pairs from IEDB. Task: Regression. Given a peptide amino acid sequence and an MHC pseudo amino acid sequence, predict their binding affinity value. This is MHC class II binding data. (1) The peptide sequence is TPTEKDEYCARVNH. The MHC is HLA-DQA10301-DQB10301 with pseudo-sequence HLA-DQA10301-DQB10301. The binding affinity (normalized) is 0. (2) The peptide sequence is ANEAVQDPKFWELVD. The MHC is DRB1_1301 with pseudo-sequence DRB1_1301. The binding affinity (normalized) is 0.211. (3) The peptide sequence is AGLLGNVSTVLLGGV. The MHC is DRB1_1101 with pseudo-sequence DRB1_1101. The binding affinity (normalized) is 0. (4) The peptide sequence is REALAQTHSAIAVII. The MHC is DRB3_0101 with pseudo-sequence DRB3_0101. The binding affinity (normalized) is 0. (5) The peptide sequence is VPPLRVWRHRARSVRAKLLSQGGRA. The MHC is DRB1_1501 with pseudo-sequence DRB1_1501. The binding affinity (normalized) is 0. (6) The peptide sequence is EEQEQWKTANEAVQD. The MHC is DRB4_0103 with pseudo-sequence DRB4_0103. The binding affinity (normalized) is 0. (7) The peptide sequence is LEKISNEIKIVATPD. The MHC is DRB1_0802 with pseudo-sequence DRB1_0802. The binding affinity (normalized) is 0.476.